Dataset: Reaction yield outcomes from USPTO patents with 853,638 reactions. Task: Predict the reaction yield, written as a fraction of the theoretical maximum amount of product (1.0 means a 100% yield; for example, 0.34 means a 34% yield). (1) The yield is 0.794. The catalyst is C1COCC1. The product is [F:16][C:17]1[CH:18]=[C:19]([N:24]2[C:29](=[O:30])[C:28]([O:5][CH2:1][CH2:2][CH2:3][CH3:4])=[C:27]([Cl:32])[CH:26]=[N:25]2)[CH:20]=[CH:21][C:22]=1[F:23]. The reactants are [CH2:1]([OH:5])[CH2:2][CH2:3][CH3:4].C[Si]([N-][Si](C)(C)C)(C)C.[Na+].[F:16][C:17]1[CH:18]=[C:19]([N:24]2[C:29](=[O:30])[C:28](Cl)=[C:27]([Cl:32])[CH:26]=[N:25]2)[CH:20]=[CH:21][C:22]=1[F:23]. (2) The reactants are [Br:1][C:2]1[CH:7]=[CH:6][C:5]([CH:8]([CH3:12])[C:9]([OH:11])=O)=[CH:4][CH:3]=1.C(N1C=CN=C1)(N1C=CN=C1)=O.[NH:25]1[CH2:29][CH2:28][CH2:27][CH2:26]1. The catalyst is ClCCl. The product is [Br:1][C:2]1[CH:3]=[CH:4][C:5]([CH:8]([CH3:12])[C:9]([N:25]2[CH2:29][CH2:28][CH2:27][CH2:26]2)=[O:11])=[CH:6][CH:7]=1. The yield is 0.710. (3) The reactants are C1(C(=O)C(=NO)C)C=CC=CC=1.[CH2:13]([C:15]1[N:16]=[C:17]([C:27]2[C:28]([O:34][CH3:35])=[N:29][CH:30]=[CH:31][C:32]=2[I:33])[N:18]([OH:26])[C:19]=1[C:20]1[CH:25]=[CH:24][CH:23]=[CH:22][CH:21]=1)C. No catalyst specified. The product is [I:33][C:32]1[CH:31]=[CH:30][N:29]=[C:28]([O:34][CH3:35])[C:27]=1[C:17]1[N:18]([OH:26])[C:19]([C:20]2[CH:21]=[CH:22][CH:23]=[CH:24][CH:25]=2)=[C:15]([CH3:13])[N:16]=1. The yield is 0.360. (4) The reactants are C([O-])([O-])=O.[Na+].[Na+].[CH2:7]([O:14][C:15]1[CH:19]=[C:18]([C:20](OCC)=[O:21])[N:17]([CH2:25][CH2:26][CH2:27][NH2:28])[N:16]=1)[C:8]1[CH:13]=[CH:12][CH:11]=[CH:10][CH:9]=1. The catalyst is O. The product is [CH2:7]([O:14][C:15]1[CH:19]=[C:18]2[C:20](=[O:21])[NH:28][CH2:27][CH2:26][CH2:25][N:17]2[N:16]=1)[C:8]1[CH:13]=[CH:12][CH:11]=[CH:10][CH:9]=1. The yield is 0.730. (5) The reactants are [F:1][C:2]1[CH:3]=[CH:4][C:5]([OH:10])=[C:6]([CH:9]=1)[CH:7]=O.[NH:11]1[CH2:16][CH2:15][CH2:14][CH2:13][CH2:12]1.[S:17]1[CH2:23][C:21](=[O:22])[NH:20][C:18]1=S. No catalyst specified. The product is [F:1][C:2]1[CH:3]=[CH:4][C:5]([OH:10])=[C:6](/[CH:7]=[C:23]2/[C:21](=[O:22])[N:20]=[C:18]([N:11]3[CH2:16][CH2:15][CH2:14][CH2:13][CH2:12]3)[S:17]/2)[CH:9]=1. The yield is 0.500.